From a dataset of Reaction yield outcomes from USPTO patents with 853,638 reactions. Predict the reaction yield, written as a fraction of the theoretical maximum amount of product (1.0 means a 100% yield; for example, 0.34 means a 34% yield). (1) The reactants are [F:1][C:2]1[CH:7]=[CH:6][C:5]([C:8]2[CH:13]=[CH:12][N:11]3[CH:14]=[CH:15][N:16]=[C:10]3[CH:9]=2)=[CH:4][CH:3]=1.[I:17]N1C(=O)CCC1=O.O. The catalyst is CN(C)C=O. The product is [F:1][C:2]1[CH:3]=[CH:4][C:5]([C:8]2[CH:13]=[CH:12][N:11]3[C:14]([I:17])=[CH:15][N:16]=[C:10]3[CH:9]=2)=[CH:6][CH:7]=1. The yield is 0.290. (2) The reactants are [C:1]([O:5][C:6]([NH:8][C:9]1[C:10]([CH3:21])=[C:11]([C:17](I)=[CH:18][CH:19]=1)[CH2:12][O:13][C:14](=[O:16])[CH3:15])=[O:7])([CH3:4])([CH3:3])[CH3:2].[CH3:22][O:23][C:24]([C:26]([NH:28][C:29]([O:31][CH2:32][C:33]1[CH:38]=[CH:37][CH:36]=[CH:35][CH:34]=1)=[O:30])=[CH2:27])=[O:25].C(=O)(O)[O-].[Na+]. The catalyst is O.[Cl-].C([N+](CCCC)(CCCC)CCCC)CCC.C1COCC1.C([O-])(=O)C.[Pd+2].C([O-])(=O)C. The product is [CH3:22][O:23][C:24](=[O:25])[C:26]([NH:28][C:29]([O:31][CH2:32][C:33]1[CH:34]=[CH:35][CH:36]=[CH:37][CH:38]=1)=[O:30])=[CH:27][C:17]1[CH:18]=[CH:19][C:9]([NH:8][C:6]([O:5][C:1]([CH3:4])([CH3:3])[CH3:2])=[O:7])=[C:10]([CH3:21])[C:11]=1[CH2:12][O:13][C:14](=[O:16])[CH3:15]. The yield is 0.690. (3) The reactants are [Cl:1][C:2]1[CH:3]=[CH:4][C:5]([CH:24]=[O:25])=[C:6]2[C:10]=1[N:9]=[C:8]1[N:11]([C:15]3[CH:20]=[CH:19][C:18]([O:21][CH3:22])=[CH:17][C:16]=3[CH3:23])[CH2:12][CH2:13][CH2:14][N:7]21.[CH:26]1([Mg]Br)[CH2:28][CH2:27]1. The catalyst is O1CCCC1. The product is [Cl:1][C:2]1[C:10]2[N:9]=[C:8]3[N:11]([C:15]4[CH:20]=[CH:19][C:18]([O:21][CH3:22])=[CH:17][C:16]=4[CH3:23])[CH2:12][CH2:13][CH2:14][N:7]3[C:6]=2[C:5]([CH:24]([CH:26]2[CH2:28][CH2:27]2)[OH:25])=[CH:4][CH:3]=1. The yield is 0.740. (4) The reactants are [CH3:1][C:2]1[CH:3]=[C:4]([CH:21]=[C:22]([CH3:33])[C:23]=1[N:24]1[CH:28]=[C:27]([C:29]([F:32])([F:31])[F:30])[CH:26]=[N:25]1)[O:5][C@H:6]([C:10]1[CH:20]=[CH:19][C:13]([C:14]([O:16]CC)=[O:15])=[CH:12][CH:11]=1)[CH2:7][CH2:8][CH3:9].O.O1CCCC1.O.[OH-].[Li+]. The catalyst is CO. The product is [CH3:1][C:2]1[CH:3]=[C:4]([CH:21]=[C:22]([CH3:33])[C:23]=1[N:24]1[CH:28]=[C:27]([C:29]([F:30])([F:32])[F:31])[CH:26]=[N:25]1)[O:5][C@H:6]([C:10]1[CH:11]=[CH:12][C:13]([C:14]([OH:16])=[O:15])=[CH:19][CH:20]=1)[CH2:7][CH2:8][CH3:9]. The yield is 1.00. (5) The reactants are [C:1]([C:3]1[CH:8]=[CH:7][C:6](B(O)O)=[CH:5][N:4]=1)#[N:2].I[C:13]1[C:21]2[C:16](=[N:17][CH:18]=[N:19][C:20]=2[NH2:22])[N:15]([CH:23]([CH3:25])[CH3:24])[N:14]=1.C([O-])([O-])=O.[Na+].[Na+]. The catalyst is CCO.COCCOC.C1C=CC([P]([Pd]([P](C2C=CC=CC=2)(C2C=CC=CC=2)C2C=CC=CC=2)([P](C2C=CC=CC=2)(C2C=CC=CC=2)C2C=CC=CC=2)[P](C2C=CC=CC=2)(C2C=CC=CC=2)C2C=CC=CC=2)(C2C=CC=CC=2)C2C=CC=CC=2)=CC=1. The product is [NH2:22][C:20]1[N:19]=[CH:18][N:17]=[C:16]2[N:15]([CH:23]([CH3:25])[CH3:24])[N:14]=[C:13]([C:6]3[CH:7]=[CH:8][C:3]([C:1]#[N:2])=[N:4][CH:5]=3)[C:21]=12. The yield is 0.140.